From a dataset of Drug-target binding data from BindingDB using IC50 measurements. Regression. Given a target protein amino acid sequence and a drug SMILES string, predict the binding affinity score between them. We predict pIC50 (pIC50 = -log10(IC50 in M); higher means more potent). Dataset: bindingdb_ic50. (1) The small molecule is CCC(CC)O[C@@H]1C=C(C(=O)O)C[C@H](N)[C@H]1NC(C)=O. The target protein sequence is MNPNQKIITIGSICMVIGMVSLMLQIGNMISIWLSHSIQTGNQHQAESISNNNLLTENAVASVTLAGNSSLCPIRGWAVHSKDNSIRIGSKGDVFVIREPFISCSHLECRTFFLTQGALLNDKHSNGTVKDRSPHRTLMSCPVGEAPSPYNSRFESVAWSASACHDGISWLTIGISGPDNGAVAVLKYNGIITDTIKSWRNNILRTQESECACVNGSCFTVMTDGPSNGQASYKIFKMEKGKVVKSVELDAPNYHYEECSCYPDAGEITCVCRDNWHGSNRPWVSFNQNLEYQIGYICSGVFGDNPRPNDGTGSCGPMSPNGAYGVKGFSFKYGNGVWIGRTKSTNSRSGFEMIWDPNGWTGTDSSFSVKQDIVAITDWSGYSGSFVQHPELTGLDCIRPCFWVELIRGRPKESTIWTSGSSISFCGVNGDTVSWSWPDGAELPFIIDK. The pIC50 is 8.3. (2) The small molecule is COc1ccc(C2=NN(C(C)=O)C(c3ccc(F)cc3)C2)cc1. The target protein sequence is MYTKIIGTGSYLPEQVRTNADLEKMVDTSDEWIVTRTGIRERHIAAPNETVSTMGFEAATRAIEMAGIEKDQIGLIVVATTSATHAFPSAACQIQSMLGIKGCPAFDVAAACAGFTYALSVADQYVKSGAVKYALVVGSDVLARTCDPTDRGTIIIFGDGAGAAVLAASEEPGIISTHLHADGSYGELLTLPNADRVNPENSIHLTMAGNEVFKVAVTELAHIVDETLAANNLDRSQLDWLVPHQANLRIISATAKKLGMSMDNVVVTLDRHGNTSAASVPCALDEAVRDGRIKPGQLVLLEAFGGGFTWGSALVRF. The pIC50 is 5.4. (3) The small molecule is CC(Cc1ccc(O)c(O)c1)C(C)Cc1ccc(O)c(O)c1. The target protein (P24095) has sequence MFGIFDKGQKIKGTVVLMPKNVLDFNAITSIGKGGVIDTATGILGQGVSLVGGVIDTATSFLGRNISMQLISATQTDGSGNGKVGKEVYLEKHLPTLPTLGARQDAFSIFFEWDASFGIPGAFYIKNFMTDEFFLVSVKLEDIPNHGTIEFVCNSWVYNFRSYKKNRIFFVNDTYLPSATPAPLLKYRKEELEVLRGDGTGKRKDFDRIYDYDVYNDLGNPDGGDPRPILGGSSIYPYPRRVRTGRERTRTDPNSEKPGEVYVPRDENFGHLKSSDFLTYGIKSLSHDVIPLFKSAIFQLRVTSSEFESFEDVRSLYEGGIKLPTDILSQISPLPALKEIFRTDGENVLQFPPPHVAKVSKSGWMTDEEFAREVIAGVNPNVIRRLQEFPPKSTLDPTLYGDQTSTITKEQLEINMGGVTVEEALSTQRLFILDYQDAFIPYLTRINSLPTAKAYATRTILFLKDDGTLKPLAIELSKPHPDGDNLGPESIVVLPATEGV.... The pIC50 is 3.4. (4) The compound is Oc1ccc(/C=C/c2ccc3cccc(O)c3n2)cc1O. The target protein (P03354) has sequence MEAVIKVISSACKTYCGKTSPSKKEIGAMLSLLQKEGLLMSPSDLYSPGSWDPITAALSQRAMILGKSGELKTWGLVLGALKAAREEQVTSEQAKFWLGLGGGRVSPPGPECIEKPATERRIDKGEEVGETTVQRDAKMAPEETATPKTVGTSCYHCGTAIGCNCATASAPPPPYVGSGLYPSLAGVGEQQGQGGDTPPGAEQSRAEPGHAGQAPGPALTDWARVREELASTGPPVVAMPVVIKTEGPAWTPLEPKLITRLADTVRTKGLRSPITMAEVEALMSSPLLPHDVTNLMRVILGPAPYALWMDAWGVQLQTVIAAATRDPRHPANGQGRGERTNLNRLKGLADGMVGNPQGQAALLRPGELVAITASALQAFREVARLAEPAGPWADIMQGPSESFVDFANRLIKAVEGSDLPPSARAPVIIDCFRQKSQPDIQQLIRTAPSTLTTPGEIIKYVLDRQKTAPLTDQGIAAAMSSAIQPLIMAVVNRERDGQTG.... The pIC50 is 4.2. (5) The drug is COc1cc(CN)ccn1. The target protein (Q9Y4K0) has sequence MERPLCSHLCSCLAMLALLSPLSLAQYDSWPHYPEYFQQPAPEYHQPQAPANVAKIQLRLAGQKRKHSEGRVEVYYDGQWGTVCDDDFSIHAAHVVCRELGYVEAKSWTASSSYGKGEGPIWLDNLHCTGNEATLAACTSNGWGVTDCKHTEDVGVVCSDKRIPGFKFDNSLINQIENLNIQVEDIRIRAILSTYRKRTPVMEGYVEVKEGKTWKQICDKHWTAKNSRVVCGMFGFPGERTYNTKVYKMFASRRKQRYWPFSMDCTGTEAHISSCKLGPQVSLDPMKNVTCENGLPAVVSCVPGQVFSPDGPSRFRKAYKPEQPLVRLRGGAYIGEGRVEVLKNGEWGTVCDDKWDLVSASVVCRELGFGSAKEAVTGSRLGQGIGPIHLNEIQCTGNEKSIIDCKFNAESQGCNHEEDAGVRCNTPAMGLQKKLRLNGGRNPYEGRVEVLVERNGSLVWGMVCGQNWGIVEAMVVCRQLGLGFASNAFQETWYWHGDVN.... The pIC50 is 5.9. (6) The compound is COc1ncc(C)cc1CC[C@@](O)(CC(=O)O)C(=O)O. The pIC50 is 6.9. The target protein (Q8CJ44) has sequence MASAKTYVTKFKSFVILFFAPILLLPLIILVPDKFARCAYVIILMAIYWCTDVIPVAITSLLPVLLFPLLKVLDSKQVCVQYMTDTNMLFLGSLIVATAVERWELHKRIALRMLLFVGTKPSRLMLGFMFVTAFLSMWISNTATTAMMIPIVEAMLEQMVATNVAVDASQRTMELLDKNKASELPGSQVVFEDPSVQKQEDEETKNMYKAMNLCVCYAASIGGTATLTGTGPNVVLLGQMQELFPDSKDVMNFASWFAFALPNMLLMLVMAWLWLLCFYMRPNLKKTCICCGRKKKDTEKIASKVLYEEYRKLGPLSYAECNVLFCFGLLIILWFSRDPGFMPGWLSIAWIEGNTKHVTDATVAIFVAILLFIVPSQKPKFNFSRQTEEERKTPFYPPPLLNWKVTQEKVPWGIVLLLGGGFAMAKGCETSGLSEWMARQMEPLSSVRPAIITLILSCIVAMTTECTSNVATTTLFLPIFASMARSIGIHPLYVMIPCTL....